From a dataset of Reaction yield outcomes from USPTO patents with 853,638 reactions. Predict the reaction yield, written as a fraction of the theoretical maximum amount of product (1.0 means a 100% yield; for example, 0.34 means a 34% yield). (1) The reactants are [C:1]([C:5]1[NH:6][C:7]([C:23]2[CH:28]=[CH:27][CH:26]=[CH:25][N:24]=2)=[C:8]([C:10]2[CH:15]=[CH:14][N:13]=[C:12]([C:16]3[CH:21]=[CH:20][C:19]([OH:22])=[CH:18][CH:17]=3)[CH:11]=2)[N:9]=1)([CH3:4])([CH3:3])[CH3:2].[CH3:29][C:30]([CH3:32])=O.C([O-])([O-])=O.[K+].[K+]. No catalyst specified. The product is [C:1]([C:5]1[NH:6][C:7]([C:23]2[CH:28]=[CH:27][CH:26]=[CH:25][N:24]=2)=[C:8]([C:10]2[CH:15]=[CH:14][N:13]=[C:12]([C:16]3[CH:21]=[CH:20][C:19]([O:22][CH2:29][C:30]4[N:9]=[CH:5][N:6]([CH3:7])[CH:32]=4)=[CH:18][CH:17]=3)[CH:11]=2)[N:9]=1)([CH3:4])([CH3:2])[CH3:3]. The yield is 0.233. (2) The reactants are [OH:1][C:2]1[C:3]2[N:4]([CH:27]=[CH:28][CH:29]=2)[N:5]([CH2:22][CH2:23][CH:24]([CH3:26])[CH3:25])[C:6](=[O:21])[C:7]=1[C:8]1[NH:13][C:12]2[CH:14]=[CH:15][C:16](I)=[CH:17][C:11]=2[S:10](=[O:20])(=[O:19])[N:9]=1.[O-]P(OP(OP([O-])([O-])=O)([O-])=O)(=O)[O-].[K+].[K+].[K+].[K+].[K+].N(CC(O)=O)C.[CH:54]1([S:57]([NH2:60])(=[O:59])=[O:58])[CH2:56][CH2:55]1. The catalyst is [Cu]I.CN(C)C=O. The product is [OH:1][C:2]1[C:3]2[N:4]([CH:27]=[CH:28][CH:29]=2)[N:5]([CH2:22][CH2:23][CH:24]([CH3:26])[CH3:25])[C:6](=[O:21])[C:7]=1[C:8]1[NH:13][C:12]2[CH:14]=[CH:15][C:16]([NH:60][S:57]([CH:54]3[CH2:56][CH2:55]3)(=[O:59])=[O:58])=[CH:17][C:11]=2[S:10](=[O:20])(=[O:19])[N:9]=1. The yield is 0.500. (3) The reactants are [OH-].[Li+].[CH:3]1([C@H:9]([NH:14][C:15]([C:17]2[CH:22]=[CH:21][C:20]([C:23]3[CH:28]=[CH:27][N:26]=[CH:25][CH:24]=3)=[CH:19][C:18]=2[NH:29][C:30]([NH:32][C:33]2[C:38]([CH3:39])=[CH:37][CH:36]=[CH:35][C:34]=2[CH3:40])=[O:31])=[O:16])[C:10]([O:12]C)=[O:11])[CH2:8][CH2:7][CH2:6][CH2:5][CH2:4]1.CO.O. The catalyst is C1COCC1. The product is [CH:3]1([C@H:9]([NH:14][C:15]([C:17]2[CH:22]=[CH:21][C:20]([C:23]3[CH:24]=[CH:25][N:26]=[CH:27][CH:28]=3)=[CH:19][C:18]=2[NH:29][C:30]([NH:32][C:33]2[C:34]([CH3:40])=[CH:35][CH:36]=[CH:37][C:38]=2[CH3:39])=[O:31])=[O:16])[C:10]([OH:12])=[O:11])[CH2:4][CH2:5][CH2:6][CH2:7][CH2:8]1. The yield is 0.130. (4) The reactants are [NH2:1][C:2]1[C:3]([C:8]([NH:10][CH2:11][CH:12]2[CH2:15][CH2:14][CH2:13]2)=[O:9])=[N:4][CH:5]=[CH:6][CH:7]=1.CCN(CC)CC.[C:23]1([C:36](Cl)=[O:37])[C:32]2[C:27](=[CH:28][CH:29]=[CH:30][CH:31]=2)[C:26]([C:33](Cl)=[O:34])=[CH:25][CH:24]=1.[OH-:39].[Na+]. The catalyst is CC#N. The product is [CH:12]1([CH2:11][NH:10][C:8]([C:3]2[C:2]([NH:1][C:36]([C:23]3[C:32]4[C:27](=[CH:28][CH:29]=[CH:30][CH:31]=4)[C:26]([C:33]([OH:39])=[O:34])=[CH:25][CH:24]=3)=[O:37])=[CH:7][CH:6]=[CH:5][N:4]=2)=[O:9])[CH2:15][CH2:14][CH2:13]1. The yield is 0.920. (5) The yield is 0.895. The reactants are [CH3:1][C:2]1[C:6]2[C:7](=[O:19])[N:8]([CH2:11][CH2:12][N:13]3[CH2:18][CH2:17][O:16][CH2:15][CH2:14]3)[CH2:9][CH2:10][C:5]=2[NH:4][C:3]=1[CH:20]=O.[F:22][C:23]1[CH:24]=[C:25]2[C:29](=[C:30]([Br:32])[CH:31]=1)[NH:28][C:27](=[O:33])[CH2:26]2. The product is [Br:32][C:30]1[CH:31]=[C:23]([F:22])[CH:24]=[C:25]2[C:29]=1[NH:28][C:27](=[O:33])[C:26]2=[CH:20][C:3]1[NH:4][C:5]2[CH2:10][CH2:9][N:8]([CH2:11][CH2:12][N:13]3[CH2:14][CH2:15][O:16][CH2:17][CH2:18]3)[C:7](=[O:19])[C:6]=2[C:2]=1[CH3:1]. No catalyst specified. (6) The reactants are [CH2:1]([C@H:8]([NH:19][C:20](=[O:30])[O:21][C@@H:22]1[C@H:29]2[C@H:25]([O:26][CH2:27][CH2:28]2)[O:24][CH2:23]1)[C@H:9]([OH:18])[CH2:10][NH:11][O:12][CH:13]([CH2:16][CH3:17])[CH2:14][CH3:15])[C:2]1[CH:7]=[CH:6][CH:5]=[CH:4][CH:3]=1.[N+:31]([C:34]1[CH:39]=[CH:38][C:37]([S:40](Cl)(=[O:42])=[O:41])=[CH:36][CH:35]=1)([O-:33])=[O:32].C(N(C(C)C)CC)(C)C. The catalyst is O1CCCC1.CN(C1C=CC=CN=1)C. The product is [CH2:1]([C@H:8]([NH:19][C:20](=[O:30])[O:21][C@@H:22]1[C@H:29]2[C@H:25]([O:26][CH2:27][CH2:28]2)[O:24][CH2:23]1)[C@H:9]([OH:18])[CH2:10][N:11]([O:12][CH:13]([CH2:14][CH3:15])[CH2:16][CH3:17])[S:40]([C:37]1[CH:36]=[CH:35][C:34]([N+:31]([O-:33])=[O:32])=[CH:39][CH:38]=1)(=[O:41])=[O:42])[C:2]1[CH:3]=[CH:4][CH:5]=[CH:6][CH:7]=1. The yield is 0.880. (7) The reactants are [OH:1][CH:2]1[CH2:7][CH2:6][N:5]([C:8]2[S:9][CH:10]=[C:11]([CH:13]([N:18]3[CH2:24][CH2:23][CH2:22][N:21]([C:25]4[C:26]([O:35][CH3:36])=[CH:27][CH:28]=[C:29]5[C:34]=4[N:33]=[CH:32][CH:31]=[CH:30]5)[CH2:20][CH2:19]3)[CH2:14][C:15](O)=[O:16])[N:12]=2)[CH2:4][CH2:3]1.[CH3:37][N:38]1[CH2:43][CH2:42][NH:41][CH2:40][CH2:39]1.CCN(CC)CC.CN(C(ON1N=NC2C=CC=NC1=2)=[N+](C)C)C.F[P-](F)(F)(F)(F)F. The catalyst is C(Cl)Cl.CN(C=O)C. The product is [OH:1][CH:2]1[CH2:3][CH2:4][N:5]([C:8]2[S:9][CH:10]=[C:11]([CH:13]([N:18]3[CH2:24][CH2:23][CH2:22][N:21]([C:25]4[C:26]([O:35][CH3:36])=[CH:27][CH:28]=[C:29]5[C:34]=4[N:33]=[CH:32][CH:31]=[CH:30]5)[CH2:20][CH2:19]3)[CH2:14][C:15]([N:41]3[CH2:42][CH2:43][N:38]([CH3:37])[CH2:39][CH2:40]3)=[O:16])[N:12]=2)[CH2:6][CH2:7]1. The yield is 0.340. (8) The reactants are [C:1]([C:3]1[CH:4]=[C:5]([C:9]2[CH:14]=[CH:13][CH:12]=[C:11]([CH:15]=[C:16]3[CH2:21][CH2:20][N:19]([C:22]([O:24][C:25]([CH3:28])([CH3:27])[CH3:26])=[O:23])[CH2:18][CH2:17]3)[CH:10]=2)[CH:6]=[CH:7][CH:8]=1)#[N:2].[ClH:29]. The catalyst is CO. The product is [ClH:29].[NH2:2][CH2:1][C:3]1[CH:4]=[C:5]([C:9]2[CH:14]=[CH:13][CH:12]=[C:11]([CH2:15][CH:16]3[CH2:21][CH2:20][N:19]([C:22]([O:24][C:25]([CH3:28])([CH3:27])[CH3:26])=[O:23])[CH2:18][CH2:17]3)[CH:10]=2)[CH:6]=[CH:7][CH:8]=1. The yield is 0.670. (9) The reactants are Cl.[CH:2](N)=[NH:3].[NH2:5][C:6]1[NH:7][C:8]([C:16]2[CH:17]=[CH:18][CH:19]=[C:20]3[C:25]=2[N:24]=[C:23]([Cl:26])[CH:22]=[CH:21]3)=[CH:9][C:10]=1[C:11]([O:13]CC)=O. The catalyst is CC(O)C. The product is [ClH:26].[Cl:26][C:23]1[CH:22]=[CH:21][C:20]2[C:25](=[C:16]([C:8]3[NH:7][C:6]4[N:5]=[CH:2][NH:3][C:11](=[O:13])[C:10]=4[CH:9]=3)[CH:17]=[CH:18][CH:19]=2)[N:24]=1. The yield is 0.890. (10) The reactants are [CH2:1]([O:3][C:4](=[O:29])[CH2:5][C:6]1[N:7]=[C:8]([NH:11][C:12]([NH:14][C:15]2[CH:20]=[CH:19][C:18]([CH3:21])=[CH:17][C:16]=2[C:22]([CH:24]2[CH2:28][CH2:27][CH2:26][CH2:25]2)=[O:23])=[O:13])[S:9][CH:10]=1)[CH3:2].[Cl:30]N1C(=O)CCC1=O. The catalyst is C(#N)C.C(Cl)Cl. The product is [CH2:1]([O:3][C:4](=[O:29])[CH2:5][C:6]1[N:7]=[C:8]([NH:11][C:12]([NH:14][C:15]2[CH:20]=[CH:19][C:18]([CH3:21])=[CH:17][C:16]=2[C:22]([CH:24]2[CH2:28][CH2:27][CH2:26][CH2:25]2)=[O:23])=[O:13])[S:9][C:10]=1[Cl:30])[CH3:2]. The yield is 0.150.